This data is from Full USPTO retrosynthesis dataset with 1.9M reactions from patents (1976-2016). The task is: Predict the reactants needed to synthesize the given product. (1) The reactants are: [O:1]1[CH2:6][CH2:5][N:4]([C:7]2[CH:12]=[CH:11][C:10]([C:13]3[N:22]=[C:21]([O:23][C:24]4[CH:33]=[CH:32][C:27]([C:28]([O:30]C)=[O:29])=[CH:26][CH:25]=4)[C:20]4[C:15](=[N:16][CH:17]=[CH:18][N:19]=4)[CH:14]=3)=[CH:9][CH:8]=2)[CH2:3][CH2:2]1.O[Li].O. Given the product [O:1]1[CH2:6][CH2:5][N:4]([C:7]2[CH:8]=[CH:9][C:10]([C:13]3[N:22]=[C:21]([O:23][C:24]4[CH:33]=[CH:32][C:27]([C:28]([OH:30])=[O:29])=[CH:26][CH:25]=4)[C:20]4[C:15](=[N:16][CH:17]=[CH:18][N:19]=4)[CH:14]=3)=[CH:11][CH:12]=2)[CH2:3][CH2:2]1, predict the reactants needed to synthesize it. (2) Given the product [CH2:23]([C:21]1[CH:22]=[C:13]([C:12]#[C:11][C:8]2[CH:9]=[CH:10][C:5]([CH2:4][C:3]([OH:29])=[O:2])=[CH:6][CH:7]=2)[CH:14]=[C:15]2[C:20]=1[O:19][C:18]([CH3:25])([CH3:26])[CH2:17][C:16]2([CH3:28])[CH3:27])[CH3:24], predict the reactants needed to synthesize it. The reactants are: C[O:2][C:3](=[O:29])[CH2:4][C:5]1[CH:10]=[CH:9][C:8]([C:11]#[C:12][C:13]2[CH:14]=[C:15]3[C:20](=[C:21]([CH2:23][CH3:24])[CH:22]=2)[O:19][C:18]([CH3:26])([CH3:25])[CH2:17][C:16]3([CH3:28])[CH3:27])=[CH:7][CH:6]=1.CO.[OH-].[Na+].O. (3) Given the product [N:13]1[C:22]2[C:17](=[CH:18][CH:19]=[CH:20][C:21]=2[S:23][C:3]2[C:4]3=[N:5][CH:6]=[CH:7][CH:8]=[C:9]3[NH:1][C:2]=2[C:10]([NH2:12])=[O:11])[CH:16]=[CH:15][CH:14]=1, predict the reactants needed to synthesize it. The reactants are: [NH:1]1[C:9]2[C:4](=[N:5][CH:6]=[CH:7][CH:8]=2)[CH:3]=[C:2]1[C:10]([NH2:12])=[O:11].[N:13]1[C:22]2[C:17](=[CH:18][CH:19]=[CH:20][C:21]=2[S:23][S:23][C:21]2[CH:20]=[CH:19][CH:18]=[C:17]3[C:22]=2[N:13]=[CH:14][CH:15]=[CH:16]3)[CH:16]=[CH:15][CH:14]=1. (4) Given the product [CH3:29][C:30]1[CH:31]=[C:32]([CH2:39][C@@H:40]([NH:44][C:45]([N:47]2[CH2:48][CH2:49][CH:50]([N:53]3[CH2:62][C:61]4[C:56](=[CH:57][CH:58]=[CH:59][CH:60]=4)[NH:55][C:54]3=[O:63])[CH2:51][CH2:52]2)=[O:46])[C:41]([NH:1][C@H:2]([C:15](=[O:28])[N:16]2[CH2:21][CH2:20][N:19]([C:22]3[CH:23]=[CH:24][N:25]=[CH:26][CH:27]=3)[CH2:18][CH2:17]2)[CH2:3][CH2:4][CH2:5][CH2:6][NH:7][C:8](=[O:14])[O:9][C:10]([CH3:11])([CH3:12])[CH3:13])=[O:42])[CH:33]=[C:34]2[C:38]=1[NH:37][N:36]=[CH:35]2, predict the reactants needed to synthesize it. The reactants are: [NH2:1][C@H:2]([C:15](=[O:28])[N:16]1[CH2:21][CH2:20][N:19]([C:22]2[CH:27]=[CH:26][N:25]=[CH:24][CH:23]=2)[CH2:18][CH2:17]1)[CH2:3][CH2:4][CH2:5][CH2:6][NH:7][C:8](=[O:14])[O:9][C:10]([CH3:13])([CH3:12])[CH3:11].[CH3:29][C:30]1[CH:31]=[C:32]([CH2:39][C@@H:40]([NH:44][C:45]([N:47]2[CH2:52][CH2:51][CH:50]([N:53]3[CH2:62][C:61]4[C:56](=[CH:57][CH:58]=[CH:59][CH:60]=4)[NH:55][C:54]3=[O:63])[CH2:49][CH2:48]2)=[O:46])[C:41](O)=[O:42])[CH:33]=[C:34]2[C:38]=1[NH:37][N:36]=[CH:35]2.CC1C=C(C[C@@H](NC(N2CCC(C3C(=O)NC4C(C=3)=CC=CC=4)CC2)=O)C(N[C@H](C(=O)N2CCN(C3C=CN=CC=3)CC2)CCCCNC(=O)OC(C)(C)C)=O)C=C2C=1NN=C2. (5) Given the product [NH2:8][C@H:5]([CH2:6][CH3:7])[CH:4]([OH:28])[C:2]([CH3:29])([CH3:3])[CH3:1], predict the reactants needed to synthesize it. The reactants are: [CH3:1][C:2]([CH3:29])([CH:4]([OH:28])[C@H:5]([NH:8]C(C1C=CC=CC=1)(C1C=CC=CC=1)C1C=CC=CC=1)[CH2:6][CH3:7])[CH3:3].FC(F)(F)C(O)=O. (6) Given the product [OH:18][CH2:17][CH:16]([N:15]1[CH:7]=[CH:6][C:5]2[C:10](=[CH:11][CH:12]=[CH:13][C:4]=2[N+:1]([O-:3])=[O:2])[C:9]1=[O:14])[CH2:19][OH:20], predict the reactants needed to synthesize it. The reactants are: [N+:1]([C:4]1[CH:13]=[CH:12][CH:11]=[C:10]2[C:5]=1[CH:6]=[CH:7]O[C:9]2=[O:14])([O-:3])=[O:2].[NH2:15][CH:16]([CH2:19][OH:20])[CH2:17][OH:18].CO.C(N(CC)CC)C. (7) Given the product [F:32][C:30]([F:31])([F:33])[C:27]1[CH:28]=[CH:29][C:24]([O:23][C:20]2[CH:21]=[CH:22][C:17]([O:16][C:14]([N:10]3[CH2:11][CH2:12][CH:7]([CH2:6][NH:5][CH2:4][CH:1]4[CH2:2][CH2:3]4)[CH2:8][CH2:9]3)=[O:15])=[CH:18][CH:19]=2)=[N:25][CH:26]=1, predict the reactants needed to synthesize it. The reactants are: [CH:1]1([CH2:4][NH:5][CH2:6][CH:7]2[CH2:12][CH2:11][NH:10][CH2:9][CH2:8]2)[CH2:3][CH2:2]1.Cl[C:14]([O:16][C:17]1[CH:22]=[CH:21][C:20]([O:23][C:24]2[CH:29]=[CH:28][C:27]([C:30]([F:33])([F:32])[F:31])=[CH:26][N:25]=2)=[CH:19][CH:18]=1)=[O:15].C1(O)C=CC=CC=1.